Dataset: Forward reaction prediction with 1.9M reactions from USPTO patents (1976-2016). Task: Predict the product of the given reaction. (1) The product is: [O:22]=[C:21]([NH:23][C:24]1[CH:29]=[CH:28][C:27]([O:30][C:31]2[CH:36]=[CH:35][CH:34]=[CH:33][CH:32]=2)=[CH:26][CH:25]=1)[CH2:20][N:4]1[CH2:5][CH2:6][CH2:7][N:1]([CH2:8][C:9]2[CH:18]=[CH:17][C:12]([C:13]([O:15][CH3:16])=[O:14])=[CH:11][CH:10]=2)[CH2:2][CH2:3]1. Given the reactants [N:1]1([CH2:8][C:9]2[CH:18]=[CH:17][C:12]([C:13]([O:15][CH3:16])=[O:14])=[CH:11][CH:10]=2)[CH2:7][CH2:6][CH2:5][NH:4][CH2:3][CH2:2]1.Cl[CH2:20][C:21]([NH:23][C:24]1[CH:29]=[CH:28][C:27]([O:30][C:31]2[CH:36]=[CH:35][CH:34]=[CH:33][CH:32]=2)=[CH:26][CH:25]=1)=[O:22].C(N(CC)CC)C.C(=O)(O)[O-].[Na+], predict the reaction product. (2) The product is: [CH3:21][O:20][C:18]1[CH:17]=[CH:16][C:15]2[NH:22][C:8](=[O:7])[CH2:9][C:10](=[O:11])[N:12]([CH3:13])[C:14]=2[CH:19]=1. Given the reactants [O-]CC.[Na+].C([O:7][C:8](=O)[CH2:9][C:10]([N:12]([C:14]1[CH:19]=[C:18]([O:20][CH3:21])[CH:17]=[CH:16][C:15]=1[NH2:22])[CH3:13])=[O:11])C, predict the reaction product. (3) Given the reactants [NH2:1][C:2]1[CH:3]=[C:4]2[C:9](=[CH:10][CH:11]=1)[C:8](=[O:12])[CH2:7][CH2:6][CH2:5]2.[C:13](OC(=O)C)(=[O:15])[CH3:14], predict the reaction product. The product is: [O:12]=[C:8]1[CH2:7][CH2:6][CH2:5][C:4]2[CH:3]=[C:2]([NH:1][C:13](=[O:15])[CH3:14])[CH:11]=[CH:10][C:9]1=2. (4) Given the reactants C(OC([N:8]1[CH2:15][CH:14]2[CH:10]([CH2:11][N:12]([C:16]3[S:17][CH:18]=[CH:19][N:20]=3)[CH2:13]2)[CH2:9]1)=O)(C)(C)C.[ClH:21], predict the reaction product. The product is: [ClH:21].[S:17]1[CH:18]=[CH:19][N:20]=[C:16]1[N:12]1[CH2:11][CH:10]2[CH:14]([CH2:15][NH:8][CH2:9]2)[CH2:13]1. (5) Given the reactants [Li][CH2:2][CH2:3][CH2:4]C.[B:6]([O:15][CH:16]([CH3:18])[CH3:17])([O:11]C(C)C)[O:7]C(C)C.[ClH:19], predict the reaction product. The product is: [Cl:19][C:3]1[CH:4]=[CH:17][C:16]([O:15][B:6]([OH:7])[OH:11])=[CH:18][CH:2]=1. (6) Given the reactants Br[C:2]1[CH:10]=[C:9]2[C:5]([C:6]([C:16]([O:18][CH3:19])=[O:17])=[CH:7][N:8]2[CH:11]2[CH2:15][CH2:14][CH2:13][CH2:12]2)=[CH:4][C:3]=1[F:20].[CH3:21][Zn]C.CO.Cl, predict the reaction product. The product is: [CH:11]1([N:8]2[C:9]3[C:5](=[CH:4][C:3]([F:20])=[C:2]([CH3:21])[CH:10]=3)[C:6]([C:16]([O:18][CH3:19])=[O:17])=[CH:7]2)[CH2:15][CH2:14][CH2:13][CH2:12]1.